From a dataset of NCI-60 drug combinations with 297,098 pairs across 59 cell lines. Regression. Given two drug SMILES strings and cell line genomic features, predict the synergy score measuring deviation from expected non-interaction effect. (1) Drug 1: C(CC(=O)O)C(=O)CN.Cl. Drug 2: CN(C(=O)NC(C=O)C(C(C(CO)O)O)O)N=O. Cell line: UACC-257. Synergy scores: CSS=-0.782, Synergy_ZIP=1.46, Synergy_Bliss=2.57, Synergy_Loewe=-2.90, Synergy_HSA=-2.61. (2) Drug 1: C1CCC(C1)C(CC#N)N2C=C(C=N2)C3=C4C=CNC4=NC=N3. Drug 2: COC1=NC(=NC2=C1N=CN2C3C(C(C(O3)CO)O)O)N. Cell line: SF-539. Synergy scores: CSS=2.92, Synergy_ZIP=-1.54, Synergy_Bliss=-2.63, Synergy_Loewe=-9.92, Synergy_HSA=-3.18. (3) Drug 1: C1CCC(CC1)NC(=O)N(CCCl)N=O. Drug 2: CC1=C(C=C(C=C1)C(=O)NC2=CC(=CC(=C2)C(F)(F)F)N3C=C(N=C3)C)NC4=NC=CC(=N4)C5=CN=CC=C5. Cell line: OVCAR3. Synergy scores: CSS=3.47, Synergy_ZIP=-3.08, Synergy_Bliss=-4.46, Synergy_Loewe=-7.21, Synergy_HSA=-7.51. (4) Drug 1: CN1CCC(CC1)COC2=C(C=C3C(=C2)N=CN=C3NC4=C(C=C(C=C4)Br)F)OC. Drug 2: C1=CC=C(C(=C1)C(C2=CC=C(C=C2)Cl)C(Cl)Cl)Cl. Cell line: RXF 393. Synergy scores: CSS=9.31, Synergy_ZIP=-2.61, Synergy_Bliss=1.87, Synergy_Loewe=-6.46, Synergy_HSA=1.45. (5) Drug 1: C1CC(C1)(C(=O)O)C(=O)O.[NH2-].[NH2-].[Pt+2]. Drug 2: CC1=C(C(=O)C2=C(C1=O)N3CC4C(C3(C2COC(=O)N)OC)N4)N. Cell line: SW-620. Synergy scores: CSS=40.2, Synergy_ZIP=-0.628, Synergy_Bliss=-0.499, Synergy_Loewe=-15.9, Synergy_HSA=0.730. (6) Cell line: SF-539. Drug 1: CS(=O)(=O)C1=CC(=C(C=C1)C(=O)NC2=CC(=C(C=C2)Cl)C3=CC=CC=N3)Cl. Synergy scores: CSS=-1.14, Synergy_ZIP=-3.51, Synergy_Bliss=-8.53, Synergy_Loewe=-9.79, Synergy_HSA=-8.06. Drug 2: CC12CCC3C(C1CCC2OP(=O)(O)O)CCC4=C3C=CC(=C4)OC(=O)N(CCCl)CCCl.[Na+]. (7) Drug 1: C1=CN(C(=O)N=C1N)C2C(C(C(O2)CO)O)O.Cl. Drug 2: CC1C(C(CC(O1)OC2CC(CC3=C2C(=C4C(=C3O)C(=O)C5=CC=CC=C5C4=O)O)(C(=O)C)O)N)O. Cell line: SNB-75. Synergy scores: CSS=48.3, Synergy_ZIP=-2.93, Synergy_Bliss=-1.28, Synergy_Loewe=-4.86, Synergy_HSA=3.37. (8) Drug 1: CC12CCC3C(C1CCC2O)C(CC4=C3C=CC(=C4)O)CCCCCCCCCS(=O)CCCC(C(F)(F)F)(F)F. Drug 2: C1CN(P(=O)(OC1)NCCCl)CCCl. Cell line: M14. Synergy scores: CSS=-4.92, Synergy_ZIP=5.00, Synergy_Bliss=4.68, Synergy_Loewe=-2.52, Synergy_HSA=-4.49. (9) Drug 1: C1=C(C(=O)NC(=O)N1)F. Drug 2: C1=NC2=C(N1)C(=S)N=CN2. Cell line: MALME-3M. Synergy scores: CSS=36.3, Synergy_ZIP=-4.81, Synergy_Bliss=-4.89, Synergy_Loewe=-0.798, Synergy_HSA=0.244.